This data is from Catalyst prediction with 721,799 reactions and 888 catalyst types from USPTO. The task is: Predict which catalyst facilitates the given reaction. (1) Reactant: [CH:1]1([CH2:6][CH2:7][OH:8])[CH2:5][CH2:4][CH2:3][CH2:2]1.[CH3:9][C:10]1[CH:15]=[CH:14][C:13]([S:16](Cl)(=[O:18])=[O:17])=[CH:12][CH:11]=1.CCN(CC)CC. Product: [CH:1]1([CH2:6][CH2:7][O:8][S:16]([C:13]2[CH:14]=[CH:15][C:10]([CH3:9])=[CH:11][CH:12]=2)(=[O:18])=[O:17])[CH2:5][CH2:4][CH2:3][CH2:2]1. The catalyst class is: 172. (2) Reactant: [CH3:1][C:2]1[CH:7]=[CH:6][C:5]([NH:8][C:9]2[O:10][CH:11]=[C:12]([C:14](OCC)=[O:15])[N:13]=2)=[CH:4][C:3]=1[O:19][CH2:20][CH:21]=[C:22]([CH3:24])[CH3:23].[H-].[H-].[H-].[H-].[Li+].[Al+3]. Product: [CH3:1][C:2]1[CH:7]=[CH:6][C:5]([NH:8][C:9]2[O:10][CH:11]=[C:12]([CH2:14][OH:15])[N:13]=2)=[CH:4][C:3]=1[O:19][CH2:20][CH:21]=[C:22]([CH3:24])[CH3:23]. The catalyst class is: 1. (3) Product: [Br:1][C:2]1[C:10]2[S:9][C:8]([NH:11][C:16]([NH:15][CH2:13][CH3:14])=[O:17])=[N:7][C:6]=2[CH:5]=[C:4]([I:12])[CH:3]=1. Reactant: [Br:1][C:2]1[C:10]2[S:9][C:8]([NH2:11])=[N:7][C:6]=2[CH:5]=[C:4]([I:12])[CH:3]=1.[CH2:13]([N:15]=[C:16]=[O:17])[CH3:14].CCOCC.CCCCC. The catalyst class is: 12. (4) Reactant: [F:1][C:2]1[CH:3]=[CH:4][C:5]2[O:9][CH:8]=[C:7]([CH3:10])[C:6]=2[CH:11]=1.[CH:12]1([C:17](Cl)=[O:18])[CH2:16][CH2:15][CH2:14][CH2:13]1.[Cl-].[Al+3].[Cl-].[Cl-].O. Product: [CH:12]1([C:17]([C:8]2[O:9][C:5]3[CH:4]=[CH:3][C:2]([F:1])=[CH:11][C:6]=3[C:7]=2[CH3:10])=[O:18])[CH2:16][CH2:15][CH2:14][CH2:13]1. The catalyst class is: 463. (5) Reactant: Cl.[NH2:2][CH2:3][C:4]1[CH:13]=[CH:12][C:7]([C:8]([O:10][CH3:11])=[O:9])=[CH:6][CH:5]=1.C(N(CC)CC)C.O.ON1C2C=CC=CC=2N=N1.[NH2:32][C:33]1[CH:41]=[CH:40][C:39]([I:42])=[CH:38][C:34]=1[C:35](O)=[O:36].Cl.CN(C)CCCN=C=NCC. Product: [NH2:32][C:33]1[CH:41]=[CH:40][C:39]([I:42])=[CH:38][C:34]=1[C:35]([NH:2][CH2:3][C:4]1[CH:5]=[CH:6][C:7]([C:8]([O:10][CH3:11])=[O:9])=[CH:12][CH:13]=1)=[O:36]. The catalyst class is: 9.